Dataset: Forward reaction prediction with 1.9M reactions from USPTO patents (1976-2016). Task: Predict the product of the given reaction. (1) Given the reactants NCCN[C:5]([C:7]1[S:8][CH:9]=[CH:10][C:11]=1[NH:12][C:13]1[CH:18]=[CH:17][N:16]=[C:15]2[NH:19][CH:20]=[CH:21][C:14]=12)=[O:6].[NH2:22][C@@H:23]([CH:26]([CH3:28])[CH3:27])[CH2:24][OH:25], predict the reaction product. The product is: [OH:25][CH2:24][C@@H:23]([NH:22][C:5]([C:7]1[S:8][CH:9]=[CH:10][C:11]=1[NH:12][C:13]1[CH:18]=[CH:17][N:16]=[C:15]2[NH:19][CH:20]=[CH:21][C:14]=12)=[O:6])[CH:26]([CH3:28])[CH3:27]. (2) The product is: [N:1]([CH2:4][CH2:5][CH2:6][C:7]([OH:9])=[O:8])=[N+:2]=[N-:3]. Given the reactants [N:1]([CH2:4][CH2:5][CH2:6][C:7]([O:9]C)=[O:8])=[N+:2]=[N-:3].[OH-].[Na+], predict the reaction product. (3) Given the reactants Br[CH2:2][CH2:3][C:4]1[C:12]2[C:7](=[CH:8][C:9]([Cl:14])=[C:10]([Cl:13])[CH:11]=2)[NH:6][C:5]=1[Si:15]([CH2:20][CH3:21])([CH2:18][CH3:19])[CH2:16][CH3:17].[N-:22]=[N+:23]=[N-:24].[Na+], predict the reaction product. The product is: [N:22]([CH2:2][CH2:3][C:4]1[C:12]2[C:7](=[CH:8][C:9]([Cl:14])=[C:10]([Cl:13])[CH:11]=2)[NH:6][C:5]=1[Si:15]([CH2:20][CH3:21])([CH2:18][CH3:19])[CH2:16][CH3:17])=[N+:23]=[N-:24]. (4) Given the reactants [Br:1][C:2]1[CH:3]=[C:4]([NH2:9])[C:5]([Cl:8])=[N:6][CH:7]=1.Cl[C:11]([O:13][CH3:14])=[O:12], predict the reaction product. The product is: [Br:1][C:2]1[CH:3]=[C:4]([NH:9][C:11](=[O:12])[O:13][CH3:14])[C:5]([Cl:8])=[N:6][CH:7]=1. (5) Given the reactants [CH3:1][O:2][C:3](=[O:27])[CH2:4][CH2:5][C:6]1[CH:11]=[C:10]([Br:12])[C:9]([O:13][C:14]2[CH:19]=[C:18]([CH:20]([CH3:22])[CH3:21])[C:17]([O:23]C)=[C:16]([I:25])[CH:15]=2)=[C:8]([Br:26])[CH:7]=1.CSC.B(F)(F)F, predict the reaction product. The product is: [CH3:1][O:2][C:3](=[O:27])[CH2:4][CH2:5][C:6]1[CH:11]=[C:10]([Br:12])[C:9]([O:13][C:14]2[CH:19]=[C:18]([CH:20]([CH3:21])[CH3:22])[C:17]([OH:23])=[C:16]([I:25])[CH:15]=2)=[C:8]([Br:26])[CH:7]=1.